From a dataset of Forward reaction prediction with 1.9M reactions from USPTO patents (1976-2016). Predict the product of the given reaction. (1) Given the reactants [Cl-].[In+3].[Cl-].[Cl-].O1[C:9]2([CH2:14][CH2:13][CH:12]([C:15]3[CH:20]=[CH:19][C:18]([C:21]4[CH:25]=[C:24]([O:26][CH2:27][C:28]5[CH:33]=[CH:32][CH:31]=[CH:30][C:29]=5[O:34][C:35]([F:38])([F:37])[F:36])[NH:23][N:22]=4)=[CH:17][N:16]=3)[CH2:11][CH2:10]2)[O:8]CC1, predict the reaction product. The product is: [F:38][C:35]([F:36])([F:37])[O:34][C:29]1[CH:30]=[CH:31][CH:32]=[CH:33][C:28]=1[CH2:27][O:26][C:24]1[NH:23][N:22]=[C:21]([C:18]2[CH:19]=[CH:20][C:15]([CH:12]3[CH2:13][CH2:14][C:9](=[O:8])[CH2:10][CH2:11]3)=[N:16][CH:17]=2)[CH:25]=1. (2) Given the reactants [CH2:1]([O:3][C:4]1[CH:5]=[C:6]([CH:12]([N:17]2[CH2:25][C:24]3[C:19](=[CH:20][CH:21]=[CH:22][CH:23]=3)[C:18]2=[O:26])[CH2:13][C:14]([OH:16])=O)[CH:7]=[CH:8][C:9]=1[O:10][CH3:11])[CH3:2].Cl.[CH3:28][O:29][NH2:30].CN1CCCCC1.CCOCC, predict the reaction product. The product is: [CH2:1]([O:3][C:4]1[CH:5]=[C:6]([CH:12]([N:17]2[CH2:25][C:24]3[C:19](=[CH:20][CH:21]=[CH:22][CH:23]=3)[C:18]2=[O:26])[CH2:13][C:14]([NH:30][O:29][CH3:28])=[O:16])[CH:7]=[CH:8][C:9]=1[O:10][CH3:11])[CH3:2]. (3) Given the reactants C([O:3][P:4]([CH2:9][CH2:10][N:11]([C:37](=[O:39])[CH3:38])[CH2:12][C:13]([CH3:36])=[CH:14][CH2:15][C:16]1[C:17]([O:29]CC[Si](C)(C)C)=[C:18]2[C:22](=[C:23]([CH3:27])[C:24]=1[O:25][CH3:26])[CH2:21][O:20][C:19]2=[O:28])(=[O:8])[O:5]CC)C.C[Si](Br)(C)C.N1C(C)=CC=CC=1C, predict the reaction product. The product is: [C:37]([N:11]([CH2:12][C:13]([CH3:36])=[CH:14][CH2:15][C:16]1[C:17]([OH:29])=[C:18]2[C:22](=[C:23]([CH3:27])[C:24]=1[O:25][CH3:26])[CH2:21][O:20][C:19]2=[O:28])[CH2:10][CH2:9][P:4](=[O:3])([OH:5])[OH:8])(=[O:39])[CH3:38]. (4) Given the reactants C(OC(=O)[NH:7][CH:8]1[CH2:14][S:13][CH2:12][CH2:11][N:10]([CH2:15][C:16]2[CH:21]=[C:20]([F:22])[CH:19]=[C:18]([F:23])[CH:17]=2)[C:9]1=[O:24])(C)(C)C.[ClH:26], predict the reaction product. The product is: [ClH:26].[NH2:7][CH:8]1[CH2:14][S:13][CH2:12][CH2:11][N:10]([CH2:15][C:16]2[CH:17]=[C:18]([F:23])[CH:19]=[C:20]([F:22])[CH:21]=2)[C:9]1=[O:24]. (5) Given the reactants [CH3:1][N:2]([CH3:23])[CH2:3][CH2:4][C:5]1[CH:22]=[CH:21][C:8]2[N:9](COC)[C:10](=[O:17])[C:11]3[CH2:12][CH2:13][CH2:14][NH:15][C:16]=3[C:7]=2[CH:6]=1.[ClH:24], predict the reaction product. The product is: [ClH:24].[ClH:24].[CH3:23][N:2]([CH3:1])[CH2:3][CH2:4][C:5]1[CH:22]=[CH:21][C:8]2[NH:9][C:10](=[O:17])[C:11]3[CH2:12][CH2:13][CH2:14][NH:15][C:16]=3[C:7]=2[CH:6]=1. (6) Given the reactants [CH:1]1([C:4]2[O:8][N:7]=[C:6]([C:9]3[C:14]([Cl:15])=[CH:13][CH:12]=[CH:11][C:10]=3[Cl:16])[C:5]=2[CH2:17][O:18][CH:19]2[CH2:24][CH2:23][C:22](=[O:25])[C:21]([CH3:27])([CH3:26])[CH2:20]2)[CH2:3][CH2:2]1.Br[C:29]1[S:30][C:31]2[CH:37]=[C:36]([C:38]#[N:39])[CH:35]=[C:34]([F:40])[C:32]=2[N:33]=1, predict the reaction product. The product is: [CH:1]1([C:4]2[O:8][N:7]=[C:6]([C:9]3[C:10]([Cl:16])=[CH:11][CH:12]=[CH:13][C:14]=3[Cl:15])[C:5]=2[CH2:17][O:18][C@@H:19]2[CH2:24][CH2:23][C@:22]([C:29]3[S:30][C:31]4[CH:37]=[C:36]([C:38]#[N:39])[CH:35]=[C:34]([F:40])[C:32]=4[N:33]=3)([OH:25])[C:21]([CH3:27])([CH3:26])[CH2:20]2)[CH2:3][CH2:2]1. (7) Given the reactants [CH3:1][N:2]([CH3:19])[C:3]1[C:4]([CH:17]=O)=[CH:5][C:6]2[C:7]([CH3:16])([CH3:15])[CH2:8][CH2:9][C:10]([CH3:14])([CH3:13])[C:11]=2[CH:12]=1.[S:20]1[CH2:26][C:24](=[O:25])[N:23]([CH2:27][C:28]([OH:30])=[O:29])[C:21]1=[S:22], predict the reaction product. The product is: [CH3:1][N:2]([CH3:19])[C:3]1[C:4]([C:17]2[CH:10]=[C:11]3[C:6](=[CH:7][CH:8]=2)[CH:5]=[C:4]([CH:17]=[C:26]2[S:20][C:21](=[S:22])[N:23]([CH2:27][C:28]([OH:30])=[O:29])[C:24]2=[O:25])[CH:3]=[CH:12]3)=[CH:5][C:6]2[C:7]([CH3:16])([CH3:15])[CH2:8][CH2:9][C:10]([CH3:14])([CH3:13])[C:11]=2[CH:12]=1. (8) Given the reactants C(=O)([O-])[O-].[Cs+].[Cs+].[NH:7]1[CH2:12][CH2:11][CH2:10][CH:9]([OH:13])[CH2:8]1.C1(P(C2C=CC=CC=2)C2C=CC3C(=CC=CC=3)C=2C2C3C(=CC=CC=3)C=CC=2P(C2C=CC=CC=2)C2C=CC=CC=2)C=CC=CC=1.Br[C:61]1[CH:62]=[CH:63][CH:64]=[C:65]2[C:70]=1[N:69]=[C:68]([C:71]1[N:75]3[CH:76]=[CH:77][C:78]([O:80][CH2:81][CH2:82][O:83][CH3:84])=[CH:79][C:74]3=[N:73][CH:72]=1)[CH:67]=[CH:66]2, predict the reaction product. The product is: [CH3:84][O:83][CH2:82][CH2:81][O:80][C:78]1[CH:77]=[CH:76][N:75]2[C:71]([C:68]3[CH:67]=[CH:66][C:65]4[C:70](=[C:61]([N:7]5[CH2:12][CH2:11][CH2:10][CH:9]([OH:13])[CH2:8]5)[CH:62]=[CH:63][CH:64]=4)[N:69]=3)=[CH:72][N:73]=[C:74]2[CH:79]=1.